This data is from Full USPTO retrosynthesis dataset with 1.9M reactions from patents (1976-2016). The task is: Predict the reactants needed to synthesize the given product. (1) Given the product [CH3:30][O:29][C:28]1[CH:27]=[C:26]([CH2:25][CH2:24][NH:36][C:20](=[O:21])[C:19]#[C:18][CH:17]([CH3:23])[CH3:16])[CH:35]=[CH:34][C:31]=1[O:32][CH3:33], predict the reactants needed to synthesize it. The reactants are: ClC(OCC(C)C)=O.CN1CCOCC1.[CH3:16][CH:17]([CH3:23])[C:18]#[C:19][C:20](O)=[O:21].[CH2:24]([NH2:36])[CH2:25][C:26]1[CH:35]=[CH:34][C:31]([O:32][CH3:33])=[C:28]([O:29][CH3:30])[CH:27]=1. (2) Given the product [Cl:1][C:2]1[CH:3]=[C:4]([N:19]([C:49]2[CH:51]=[CH:52][C:46]([F:45])=[CH:47][CH:48]=2)[C:33]([C:30]2([C:28]([NH2:27])=[O:29])[CH2:31][CH2:32]2)=[O:34])[CH:5]=[CH:6][C:7]=1[O:8][C:9]1[CH:14]=[CH:13][N:12]=[C:11]2[CH:15]=[C:16]([I:18])[S:17][C:10]=12, predict the reactants needed to synthesize it. The reactants are: [Cl:1][C:2]1[CH:3]=[C:4]([NH2:19])[CH:5]=[CH:6][C:7]=1[O:8][C:9]1[CH:14]=[CH:13][N:12]=[C:11]2[CH:15]=[C:16]([I:18])[S:17][C:10]=12.FC1C=CC([NH:27][C:28]([C:30]2([C:33](O)=[O:34])[CH2:32][CH2:31]2)=[O:29])=CC=1.C1(C(O)=O)(C(O)=O)CC1.[F:45][C:46]1[CH:52]=[CH:51][C:49](N)=[CH:48][CH:47]=1.